This data is from Reaction yield outcomes from USPTO patents with 853,638 reactions. The task is: Predict the reaction yield, written as a fraction of the theoretical maximum amount of product (1.0 means a 100% yield; for example, 0.34 means a 34% yield). (1) The reactants are [NH2:1][OH:2].[OH2:3].ClC1C=CC(CO)=CC=1[S:13](Cl)(=[O:15])=[O:14].[CH3:17][CH2:18][CH2:19][CH2:20][CH3:21]. The catalyst is O1CCCC1. The product is [OH:2][NH:1][S:13]([C:21]1[O:3][C:18]([CH3:17])=[CH:19][CH:20]=1)(=[O:15])=[O:14]. The yield is 0.300. (2) The reactants are [Br:1][C:2]1[CH:9]=[C:6]([CH:7]=[O:8])[C:5]([OH:10])=[CH:4][CH:3]=1.[H-].[Na+].FC(F)(F)S(O[CH2:19][C:20]([F:23])([F:22])[F:21])(=O)=O. The catalyst is CN(C=O)C. The product is [Br:1][C:2]1[CH:3]=[CH:4][C:5]([O:10][CH2:19][C:20]([F:23])([F:22])[F:21])=[C:6]([CH:9]=1)[CH:7]=[O:8]. The yield is 0.880.